From a dataset of Forward reaction prediction with 1.9M reactions from USPTO patents (1976-2016). Predict the product of the given reaction. (1) Given the reactants [C:1]([C:4]1[C:5]([CH3:15])=[CH:6][C:7]([CH3:14])=[C:8]([CH:13]=1)[C:9]([O:11][CH3:12])=[O:10])(=[S:3])[NH2:2].C(=O)(O)[O-].[Na+].Br[CH:22]1[C:27](=O)[CH2:26][CH2:25][O:24][CH2:23]1, predict the reaction product. The product is: [N:2]1[C:27]2[CH2:26][CH2:25][O:24][CH2:23][C:22]=2[S:3][C:1]=1[C:4]1[C:5]([CH3:15])=[CH:6][C:7]([CH3:14])=[C:8]([CH:13]=1)[C:9]([O:11][CH3:12])=[O:10]. (2) Given the reactants [Cl:1][C:2]1[CH:10]=[CH:9][C:5]([C:6](O)=[O:7])=[CH:4][N:3]=1.C(Cl)(=O)C([Cl:14])=O, predict the reaction product. The product is: [Cl:1][C:2]1[CH:10]=[CH:9][C:5]([C:6]([Cl:14])=[O:7])=[CH:4][N:3]=1. (3) Given the reactants [CH3:1][O:2][C:3]([C:5]1[N:6]=[C:7]2[N:18]([CH2:19][CH2:20][N:21]3[CH2:26][CH2:25][NH:24][CH2:23][CH2:22]3)[C:17]3[CH:27]=[CH:28][CH:29]=[CH:30][C:16]=3[N:8]2[C:9](=[O:15])[C:10]=1[O:11][C:12](=[O:14])[CH3:13])=[O:4].C(N(C(C)C)CC)(C)C.[CH3:40][O:41][CH2:42]Cl, predict the reaction product. The product is: [CH3:1][O:2][C:3]([C:5]1[N:6]=[C:7]2[N:18]([CH2:19][CH2:20][N:21]3[CH2:22][CH2:23][N:24]([CH2:40][O:41][CH3:42])[CH2:25][CH2:26]3)[C:17]3[CH:27]=[CH:28][CH:29]=[CH:30][C:16]=3[N:8]2[C:9](=[O:15])[C:10]=1[O:11][C:12](=[O:14])[CH3:13])=[O:4].